Dataset: Catalyst prediction with 721,799 reactions and 888 catalyst types from USPTO. Task: Predict which catalyst facilitates the given reaction. Reactant: Cl[C:2]1[N:7]=[C:6]([C:8]2[CH:9]=[N:10][C:11]([N:16]3[CH2:20][CH2:19][C@H:18]([F:21])[CH2:17]3)=[C:12]([CH:15]=2)[C:13]#[N:14])[CH:5]=[CH:4][N:3]=1.[NH2:22][C:23]1[CH:24]=[C:25]([CH:36]=[CH:37][CH:38]=1)[C:26]([NH:28][CH:29]1[CH2:34][CH2:33][N:32]([CH3:35])[CH2:31][CH2:30]1)=[O:27].CC([O-])(C)C.[Na+]. Product: [C:13]([C:12]1[CH:15]=[C:8]([C:6]2[CH:5]=[CH:4][N:3]=[C:2]([NH:22][C:23]3[CH:24]=[C:25]([CH:36]=[CH:37][CH:38]=3)[C:26]([NH:28][CH:29]3[CH2:34][CH2:33][N:32]([CH3:35])[CH2:31][CH2:30]3)=[O:27])[N:7]=2)[CH:9]=[N:10][C:11]=1[N:16]1[CH2:20][CH2:19][C@H:18]([F:21])[CH2:17]1)#[N:14]. The catalyst class is: 62.